This data is from Full USPTO retrosynthesis dataset with 1.9M reactions from patents (1976-2016). The task is: Predict the reactants needed to synthesize the given product. Given the product [CH2:14]([O:9][CH2:8][CH2:7][CH2:6][CH2:5][CH2:4][CH2:3][CH2:2][CH2:1][OH:10])[CH2:15][CH2:16][CH2:17][CH2:18][CH2:19][CH3:20], predict the reactants needed to synthesize it. The reactants are: [CH2:1]([OH:10])[CH2:2][CH2:3][CH2:4][CH2:5][CH2:6][CH2:7][CH2:8][OH:9].[H-].[Na+].Br[CH2:14][CH2:15][CH2:16][CH2:17][CH2:18][CH2:19][CH3:20].O.